Dataset: NCI-60 drug combinations with 297,098 pairs across 59 cell lines. Task: Regression. Given two drug SMILES strings and cell line genomic features, predict the synergy score measuring deviation from expected non-interaction effect. (1) Drug 1: CC1=C(C(=CC=C1)Cl)NC(=O)C2=CN=C(S2)NC3=CC(=NC(=N3)C)N4CCN(CC4)CCO. Drug 2: C1=NNC2=C1C(=O)NC=N2. Cell line: ACHN. Synergy scores: CSS=7.72, Synergy_ZIP=-8.49, Synergy_Bliss=-2.57, Synergy_Loewe=-21.3, Synergy_HSA=-5.93. (2) Drug 1: C1=C(C(=O)NC(=O)N1)F. Drug 2: C1=CN(C=N1)CC(O)(P(=O)(O)O)P(=O)(O)O. Cell line: OVCAR-8. Synergy scores: CSS=36.4, Synergy_ZIP=-1.16, Synergy_Bliss=-3.74, Synergy_Loewe=-5.25, Synergy_HSA=-2.99. (3) Drug 2: C1=C(C(=O)NC(=O)N1)N(CCCl)CCCl. Cell line: HL-60(TB). Drug 1: C1CN1C2=NC(=NC(=N2)N3CC3)N4CC4. Synergy scores: CSS=70.2, Synergy_ZIP=-2.62, Synergy_Bliss=-1.66, Synergy_Loewe=-0.832, Synergy_HSA=2.10. (4) Drug 1: CCC1=CC2CC(C3=C(CN(C2)C1)C4=CC=CC=C4N3)(C5=C(C=C6C(=C5)C78CCN9C7C(C=CC9)(C(C(C8N6C)(C(=O)OC)O)OC(=O)C)CC)OC)C(=O)OC.C(C(C(=O)O)O)(C(=O)O)O. Drug 2: COC1=CC(=CC(=C1O)OC)C2C3C(COC3=O)C(C4=CC5=C(C=C24)OCO5)OC6C(C(C7C(O6)COC(O7)C8=CC=CS8)O)O. Cell line: SNB-19. Synergy scores: CSS=52.1, Synergy_ZIP=-3.05, Synergy_Bliss=-2.05, Synergy_Loewe=-1.96, Synergy_HSA=1.71.